This data is from Forward reaction prediction with 1.9M reactions from USPTO patents (1976-2016). The task is: Predict the product of the given reaction. (1) Given the reactants C1(OC)C=CC=CC=1.[C:9]([C:13]1[CH:18]=[CH:17][C:16](/[C:19](/[C:38]2[NH:43][C:42](=[O:44])[C:41]([CH2:45][CH2:46][C:47]([NH2:49])=[O:48])=[CH:40][CH:39]=2)=[CH:20]\[C@H:21]2[CH2:25][CH2:24][C:23](=[O:26])[N:22]2CC2C=CC(OC)=CC=2OC)=[CH:15][CH:14]=1)([CH3:12])([CH3:11])[CH3:10], predict the reaction product. The product is: [C:9]([C:13]1[CH:18]=[CH:17][C:16](/[C:19](/[C:38]2[NH:43][C:42](=[O:44])[C:41]([CH2:45][CH2:46][C:47]([NH2:49])=[O:48])=[CH:40][CH:39]=2)=[CH:20]\[C@H:21]2[CH2:25][CH2:24][C:23](=[O:26])[NH:22]2)=[CH:15][CH:14]=1)([CH3:12])([CH3:10])[CH3:11]. (2) The product is: [C:17]([C:16]1[CH:6]=[CH:5][C:4]([C:7]2[CH:11]=[CH:10][O:9][CH:8]=2)=[CH:3][CH:2]=1)#[N:18]. Given the reactants N1[CH:6]=[CH:5][C:4]([C:7]2[CH:11]=[CH:10][O:9][CH:8]=2)=[CH:3][CH:2]=1.BrC1C=C[C:16]([C:17]#[N:18])=CC=1.O1C=CC(B(O)O)=C1, predict the reaction product.